Dataset: Forward reaction prediction with 1.9M reactions from USPTO patents (1976-2016). Task: Predict the product of the given reaction. (1) Given the reactants Br[C:2]1[CH:7]=[CH:6][C:5]([N+:8]([O-:10])=[O:9])=[CH:4][CH:3]=1.[C:11]1([CH3:20])[CH:16]=[CH:15][CH:14]=[CH:13][C:12]=1B(O)O, predict the reaction product. The product is: [N+:8]([C:5]1[CH:6]=[CH:7][C:2]([C:14]2[CH:15]=[CH:16][C:11]([CH3:20])=[CH:12][CH:13]=2)=[CH:3][CH:4]=1)([O-:10])=[O:9]. (2) Given the reactants [CH2:1]([O:8][C:9]1[CH:16]=[CH:15][C:12]([CH:13]=O)=[CH:11][C:10]=1[O:17][CH3:18])[C:2]1[CH:7]=[CH:6][CH:5]=[CH:4][CH:3]=1.C([O-])(=O)C.[Na+].Cl.[NH2:25]O, predict the reaction product. The product is: [CH2:1]([O:8][C:9]1[CH:16]=[CH:15][C:12]([C:13]#[N:25])=[CH:11][C:10]=1[O:17][CH3:18])[C:2]1[CH:7]=[CH:6][CH:5]=[CH:4][CH:3]=1. (3) The product is: [Cl:1][C:2]1[CH:10]=[CH:9][CH:8]=[C:7]([CH:11]2[CH2:13][CH2:12]2)[C:3]=1[C:4]([Cl:17])=[O:5]. Given the reactants [Cl:1][C:2]1[CH:10]=[CH:9][CH:8]=[C:7]([CH:11]2[CH2:13][CH2:12]2)[C:3]=1[C:4](O)=[O:5].C(Cl)(=O)C([Cl:17])=O, predict the reaction product. (4) Given the reactants [CH3:1][C:2]1[CH:11]=[CH:10][C:5]([C:6]([O:8]C)=O)=[CH:4][N:3]=1.[H-].[Na+].[C:14]1(C)C=CC=CC=1.C(OC(=O)C)C.CC1C=CC(C(OC)=O)=CN=1, predict the reaction product. The product is: [CH3:1][C:2]1[CH:11]=[CH:10][C:5]([C:6](=[O:8])[CH3:14])=[CH:4][N:3]=1. (5) Given the reactants [C:1]([C:3]1[CH:4]=[CH:5][CH:6]=[C:7]2[C:11]=1[NH:10][CH:9]=[CH:8]2)#[N:2].[H-].[Na+].[CH3:14][Si:15]([CH2:18][CH2:19][O:20][CH2:21]Cl)([CH3:17])[CH3:16], predict the reaction product. The product is: [CH3:14][Si:15]([CH3:17])([CH3:16])[CH2:18][CH2:19][O:20][CH2:21][N:10]1[C:11]2[C:7](=[CH:6][CH:5]=[CH:4][C:3]=2[C:1]#[N:2])[CH:8]=[CH:9]1. (6) Given the reactants O[CH2:2][CH2:3][NH:4][CH:5]1[CH2:9][CH2:8][S:7](=[O:11])(=[O:10])[CH2:6]1.S(Cl)([Cl:14])=O.C1COCC1.ClCCl, predict the reaction product. The product is: [Cl:14][CH2:2][CH2:3][NH:4][CH:5]1[CH2:9][CH2:8][S:7](=[O:11])(=[O:10])[CH2:6]1. (7) Given the reactants [CH3:1][O:2][C:3]1[CH:18]=[CH:17][C:6]([C:7]([O:9][CH2:10][C:11]2[CH:16]=[CH:15][CH:14]=[CH:13][CH:12]=2)=[O:8])=[CH:5][C:4]=1[NH:19][S:20]([CH3:23])(=[O:22])=[O:21].Cl[CH2:25][CH2:26][N:27]1[CH2:32][CH2:31][O:30][CH2:29][CH2:28]1.C([O-])([O-])=O.[K+].[K+], predict the reaction product. The product is: [CH3:1][O:2][C:3]1[CH:18]=[CH:17][C:6]([C:7]([O:9][CH2:10][C:11]2[CH:16]=[CH:15][CH:14]=[CH:13][CH:12]=2)=[O:8])=[CH:5][C:4]=1[N:19]([CH2:25][CH2:26][N:27]1[CH2:32][CH2:31][O:30][CH2:29][CH2:28]1)[S:20]([CH3:23])(=[O:22])=[O:21]. (8) The product is: [NH2:1][C:2]1[CH:10]=[CH:9][CH:8]=[C:7]([Cl:11])[C:3]=1[C:4]([NH:25][CH:26]1[CH2:31][CH2:30][C:29](=[O:32])[NH:28][C:27]1=[O:33])=[O:6]. Given the reactants [NH2:1][C:2]1[CH:10]=[CH:9][CH:8]=[C:7]([Cl:11])[C:3]=1[C:4]([OH:6])=O.C1N=CN(C(N2C=NC=C2)=O)C=1.Cl.[NH2:25][CH:26]1[CH2:31][CH2:30][C:29](=[O:32])[NH:28][C:27]1=[O:33].C(=O)([O-])O.[Na+], predict the reaction product.